Dataset: Forward reaction prediction with 1.9M reactions from USPTO patents (1976-2016). Task: Predict the product of the given reaction. (1) The product is: [CH3:26][C:23]([CH3:27])([CH2:22][C@@:13]1([C:16]2[CH:21]=[CH:20][CH:19]=[CH:18][CH:17]=2)[O:12][C:11](=[O:28])[N:10]([C@H:8]([C:5]2[CH:6]=[CH:7][C:2]([B:32]3[O:33][C:34]([CH3:36])([CH3:35])[C:30]([CH3:46])([CH3:29])[O:31]3)=[CH:3][CH:4]=2)[CH3:9])[CH2:15][CH2:14]1)[C:24]#[N:25]. Given the reactants Br[C:2]1[CH:7]=[CH:6][C:5]([C@@H:8]([N:10]2[CH2:15][CH2:14][C@:13]([CH2:22][C:23]([CH3:27])([CH3:26])[C:24]#[N:25])([C:16]3[CH:21]=[CH:20][CH:19]=[CH:18][CH:17]=3)[O:12][C:11]2=[O:28])[CH3:9])=[CH:4][CH:3]=1.[CH3:29][C:30]1([CH3:46])[C:34]([CH3:36])([CH3:35])[O:33][B:32]([B:32]2[O:33][C:34]([CH3:36])([CH3:35])[C:30]([CH3:46])([CH3:29])[O:31]2)[O:31]1.CC([O-])=O.[K+], predict the reaction product. (2) Given the reactants [N-:1]=[N+:2]=[N-:3].[Na+].[CH3:5][O:6][C:7](=[O:17])[CH:8](Br)[C:9]1[CH:14]=[CH:13][CH:12]=[CH:11][C:10]=1[I:15], predict the reaction product. The product is: [CH3:5][O:6][C:7](=[O:17])[CH:8]([N:1]=[N+:2]=[N-:3])[C:9]1[CH:14]=[CH:13][CH:12]=[CH:11][C:10]=1[I:15]. (3) Given the reactants [OH:1][C:2]1[CH:12]=[CH:11][C:5](/[CH:6]=[CH:7]/[C:8]([OH:10])=[O:9])=[CH:4][C:3]=1[O:13][CH3:14].S(=O)(=O)(O)O.[CH3:20]O, predict the reaction product. The product is: [OH:1][C:2]1[CH:12]=[CH:11][C:5](/[CH:6]=[CH:7]/[C:8]([O:10][CH3:20])=[O:9])=[CH:4][C:3]=1[O:13][CH3:14]. (4) Given the reactants Br[C:2]1[CH:3]=[N:4][CH:5]=[C:6]([C:8]2[CH:13]=[CH:12][C:11]([CH2:14][CH3:15])=[CH:10][CH:9]=2)[CH:7]=1.CC1(C)C2C(=C(P(C3C=CC=CC=3)C3C=CC=CC=3)C=CC=2)OC2C(P(C3C=CC=CC=3)C3C=CC=CC=3)=CC=CC1=2.C(=O)([O-])[O-].[Cs+].[Cs+].[C:64](=[O:68])([O:66][CH3:67])[NH2:65], predict the reaction product. The product is: [CH2:14]([C:11]1[CH:12]=[CH:13][C:8]([C:6]2[CH:7]=[C:2]([NH:65][C:64](=[O:68])[O:66][CH3:67])[CH:3]=[N:4][CH:5]=2)=[CH:9][CH:10]=1)[CH3:15]. (5) Given the reactants [IH:1].N[C:3]1[CH:16]=[CH:15][C:6]([C:7]([C:9]2[CH:14]=[CH:13][CH:12]=[CH:11][CH:10]=2)=[O:8])=[CH:5][CH:4]=1.C([O-])([O-])=O.[K+].[K+], predict the reaction product. The product is: [I:1][C:3]1[CH:16]=[CH:15][C:6]([C:7]([C:9]2[CH:14]=[CH:13][CH:12]=[CH:11][CH:10]=2)=[O:8])=[CH:5][CH:4]=1. (6) Given the reactants [I-].C[S+](C)(C)=O.[H-].[Na+].[CH3:9]S(C)=O.[CH3:13][C:14]([CH3:35])([CH3:34])[C:15]([C:17]1[CH:22]=[CH:21][C:20]([C:23]2[CH:28]=[CH:27][C:26]([O:29][C:30]([F:33])([F:32])[F:31])=[CH:25][CH:24]=2)=[CH:19][N:18]=1)=[O:16], predict the reaction product. The product is: [C:14]([C:15]1([C:17]2[CH:22]=[CH:21][C:20]([C:23]3[CH:28]=[CH:27][C:26]([O:29][C:30]([F:33])([F:31])[F:32])=[CH:25][CH:24]=3)=[CH:19][N:18]=2)[CH2:9][O:16]1)([CH3:35])([CH3:34])[CH3:13]. (7) Given the reactants [F:1][C:2]1[CH:7]=[CH:6][C:5]([N:8]2[CH:12]=[CH:11][N:10]=[CH:9]2)=[CH:4][CH:3]=1.[F-].[Cs+].C1([As](C2C=CC=CC=2)C2C=CC=CC=2)C=CC=CC=1.Br[C:35]1[CH:36]=[CH:37][C:38]2[N:39]([C:41]([C:44]3[CH:49]=[CH:48][C:47]([F:50])=[CH:46][CH:45]=3)=[CH:42][N:43]=2)[CH:40]=1, predict the reaction product. The product is: [F:50][C:47]1[CH:46]=[CH:45][C:44]([C:41]2[N:39]3[CH:40]=[C:35]([C:12]4[N:8]([C:5]5[CH:4]=[CH:3][C:2]([F:1])=[CH:7][CH:6]=5)[CH:9]=[N:10][CH:11]=4)[CH:36]=[CH:37][C:38]3=[N:43][CH:42]=2)=[CH:49][CH:48]=1. (8) The product is: [CH3:1][N:2]1[C:10]([CH3:11])=[C:9]2[C:4]([CH:5]=[C:6]([NH:12][C:13]3[N:18]=[C:17]([NH:19][CH:20]4[CH2:37][CH2:36][C:23]5([CH2:28][CH2:27][NH:26][CH2:25][CH2:24]5)[CH2:22][CH2:21]4)[C:16]([CH3:38])=[CH:15][N:14]=3)[CH:7]=[CH:8]2)=[N:3]1. Given the reactants [CH3:1][N:2]1[C:10]([CH3:11])=[C:9]2[C:4]([CH:5]=[C:6]([NH:12][C:13]3[N:18]=[C:17]([NH:19][CH:20]4[CH2:37][CH2:36][C:23]5([CH2:28][CH2:27][N:26](C(OC(C)(C)C)=O)[CH2:25][CH2:24]5)[CH2:22][CH2:21]4)[C:16]([CH3:38])=[CH:15][N:14]=3)[CH:7]=[CH:8]2)=[N:3]1.Cl, predict the reaction product. (9) Given the reactants [F:1][C:2]([F:18])([F:17])[CH2:3][O:4][P:5]([CH2:13][C:14](O)=[O:15])([O:7][CH2:8][C:9]([F:12])([F:11])[F:10])=[O:6].[N:19]1[CH:24]=CC=C[CH:20]=1.CC(OC(OC(OC(C)(C)C)=O)=O)(C)C.CNC, predict the reaction product. The product is: [CH3:20][N:19]([CH3:24])[C:14](=[O:15])[CH2:13][P:5](=[O:6])([O:7][CH2:8][C:9]([F:12])([F:11])[F:10])[O:4][CH2:3][C:2]([F:18])([F:17])[F:1]. (10) Given the reactants [C:1]([O:5][C:6]([NH:8][CH2:9][CH2:10][C@H:11]([NH:15][C:16]([O:18][CH2:19][CH:20]1[C:32]2[CH:31]=[CH:30][CH:29]=[CH:28][C:27]=2[C:26]2[C:21]1=[CH:22][CH:23]=[CH:24][CH:25]=2)=[O:17])[C:12]([OH:14])=O)=[O:7])([CH3:4])([CH3:3])[CH3:2].F[P-](F)(F)(F)(F)F.N1(OC(N(C)C)=[N+](C)C)C2N=CC=CC=2N=N1.CC1C=C(C)C=C(C)N=1.[NH:66]1[CH2:71][CH2:70][O:69][CH2:68][CH2:67]1.[Cl-].[Na+], predict the reaction product. The product is: [C:1]([O:5][C:6](=[O:7])[NH:8][CH2:9][CH2:10][C@H:11]([NH:15][C:16]([O:18][CH2:19][CH:20]1[C:32]2[CH:31]=[CH:30][CH:29]=[CH:28][C:27]=2[C:26]2[C:21]1=[CH:22][CH:23]=[CH:24][CH:25]=2)=[O:17])[C:12]([N:66]1[CH2:71][CH2:70][O:69][CH2:68][CH2:67]1)=[O:14])([CH3:3])([CH3:2])[CH3:4].